Dataset: Catalyst prediction with 721,799 reactions and 888 catalyst types from USPTO. Task: Predict which catalyst facilitates the given reaction. (1) Reactant: [Cl:1][C:2]1[N:7]=[CH:6][N:5]=[C:4]([NH:8][CH3:9])[CH:3]=1.[H-].[Na+].[Cl:12][C:13]1[C:18]([N:19]=[C:20]=[O:21])=[C:17]([Cl:22])[C:16]([O:23][CH3:24])=[CH:15][C:14]=1[O:25][CH3:26].[CH3:27][Si:28]([CH2:31][CH2:32][O:33][CH2:34]Cl)([CH3:30])[CH3:29].[NH4+].[Cl-]. Product: [Cl:1][C:2]1[N:7]=[CH:6][N:5]=[C:4]([N:8]([CH3:9])[C:20]([N:19]([C:18]2[C:13]([Cl:12])=[C:14]([O:25][CH3:26])[CH:15]=[C:16]([O:23][CH3:24])[C:17]=2[Cl:22])[CH2:34][O:33][CH2:32][CH2:31][Si:28]([CH3:30])([CH3:29])[CH3:27])=[O:21])[CH:3]=1. The catalyst class is: 18. (2) Reactant: FC(F)(F)C(O)=O.[CH3:8][O:9][C:10](=[O:32])[C:11]1[CH:16]=[C:15]([O:17]COC)[CH:14]=[C:13]([O:21][C:22]2[CH:27]=[CH:26][C:25]([S:28]([CH3:31])(=[O:30])=[O:29])=[CH:24][CH:23]=2)[CH:12]=1. Product: [CH3:8][O:9][C:10](=[O:32])[C:11]1[CH:16]=[C:15]([OH:17])[CH:14]=[C:13]([O:21][C:22]2[CH:23]=[CH:24][C:25]([S:28]([CH3:31])(=[O:29])=[O:30])=[CH:26][CH:27]=2)[CH:12]=1. The catalyst class is: 2. (3) Reactant: [C:1]([C:3]1[C:8]([OH:9])=[C:7]([O:10][CH3:11])[CH:6]=[C:5]([C:12]#[N:13])[C:4]=1[C:14]1[CH:19]=[CH:18][CH:17]=[C:16]([C:20]([OH:22])=O)[CH:15]=1)#[N:2].[NH:23]1[CH2:28][CH2:27][O:26][CH2:25][CH2:24]1.Cl.CN(C)CCCN=C=NCC.CCN(C(C)C)C(C)C.O.ON1C2C=CC=CC=2N=N1.Cl. Product: [OH:9][C:8]1[C:7]([O:10][CH3:11])=[CH:6][C:5]([C:12]#[N:13])=[C:4]([C:14]2[CH:19]=[CH:18][CH:17]=[C:16]([C:20]([N:23]3[CH2:28][CH2:27][O:26][CH2:25][CH2:24]3)=[O:22])[CH:15]=2)[C:3]=1[C:1]#[N:2]. The catalyst class is: 3.